The task is: Predict which catalyst facilitates the given reaction.. This data is from Catalyst prediction with 721,799 reactions and 888 catalyst types from USPTO. (1) Reactant: [CH3:1][N:2]([CH3:13])[C:3]1[CH:8]=[C:7]([CH3:9])[NH:6][C:5](=[S:10])[C:4]=1[C:11]#[N:12].[OH-].[Na+].Cl[CH2:17][C:18]([NH2:20])=[O:19].O. Product: [NH2:12][C:11]1[C:4]2[C:5](=[N:6][C:7]([CH3:9])=[CH:8][C:3]=2[N:2]([CH3:1])[CH3:13])[S:10][C:17]=1[C:18]([NH2:20])=[O:19]. The catalyst class is: 9. (2) Reactant: [CH2:1]([O:8][C:9]([N:11]1[CH2:16][CH2:15][C:14]([C:21]2[O:22][C:23]([C:34]3[CH:39]=[CH:38][C:37]([O:40][CH3:41])=[CH:36][CH:35]=3)=[C:24]([C:26]3[CH:31]=[CH:30][C:29]([O:32][CH3:33])=[CH:28][CH:27]=3)[N:25]=2)([C:17](OC)=[O:18])[CH2:13][CH2:12]1)=[O:10])[C:2]1[CH:7]=[CH:6][CH:5]=[CH:4][CH:3]=1.[BH4-].[Li+].O. Product: [CH2:1]([O:8][C:9]([N:11]1[CH2:12][CH2:13][C:14]([C:21]2[O:22][C:23]([C:34]3[CH:35]=[CH:36][C:37]([O:40][CH3:41])=[CH:38][CH:39]=3)=[C:24]([C:26]3[CH:27]=[CH:28][C:29]([O:32][CH3:33])=[CH:30][CH:31]=3)[N:25]=2)([CH2:17][OH:18])[CH2:15][CH2:16]1)=[O:10])[C:2]1[CH:3]=[CH:4][CH:5]=[CH:6][CH:7]=1. The catalyst class is: 7. (3) Reactant: [N:1]1[N:2]([C:6]2[CH:26]=[CH:25][CH:24]=[CH:23][C:7]=2[C:8]([N:10]2[C@H:15]([CH3:16])[CH2:14][CH2:13][C@@H:12]([C:17](N(OC)C)=[O:18])[CH2:11]2)=[O:9])[N:3]=[CH:4][CH:5]=1.[CH3:27][Mg]Br.O. Product: [N:3]1[N:2]([C:6]2[CH:26]=[CH:25][CH:24]=[CH:23][C:7]=2[C:8]([N:10]2[C@H:15]([CH3:16])[CH2:14][CH2:13][C@@H:12]([C:17](=[O:18])[CH3:27])[CH2:11]2)=[O:9])[N:1]=[CH:5][CH:4]=1. The catalyst class is: 1. (4) Reactant: CSC.B(F)(F)F.CCOCC.[CH3:13][O:14][C:15](=[O:36])[C@@H:16]([O:33][CH2:34][CH3:35])[CH2:17][C:18]1[CH:23]=[CH:22][C:21]([O:24]CC2C=CC=CC=2)=[CH:20][C:19]=1[Cl:32]. Product: [CH3:13][O:14][C:15](=[O:36])[C@@H:16]([O:33][CH2:34][CH3:35])[CH2:17][C:18]1[CH:23]=[CH:22][C:21]([OH:24])=[CH:20][C:19]=1[Cl:32]. The catalyst class is: 4. (5) Reactant: [CH3:1][CH:2]([NH2:4])[CH3:3].[OH:5][C:6]([C:8]([F:11])([F:10])[F:9])=[O:7].[CH2:12]([N:19]1[CH2:28][CH2:27][C:26]2[C:21](=[N:22][C:23](Cl)=[C:24]([N:29]3[CH2:34][CH2:33][CH:32]([CH:35]([C:37]4[CH:42]=[CH:41][C:40]([F:43])=[CH:39][C:38]=4[F:44])[F:36])[CH2:31][CH2:30]3)[N:25]=2)[CH2:20]1)[C:13]1[CH:18]=[CH:17][CH:16]=[CH:15][CH:14]=1.CC(C)([O-])C.[Na+]. Product: [CH2:12]([N:19]1[CH2:28][CH2:27][C:26]2[C:21](=[N:22][C:23]([NH:4][CH:2]([CH3:3])[CH3:1])=[C:24]([N:29]3[CH2:34][CH2:33][CH:32]([CH:35]([C:37]4[CH:42]=[CH:41][C:40]([F:43])=[CH:39][C:38]=4[F:44])[F:36])[CH2:31][CH2:30]3)[N:25]=2)[CH2:20]1)[C:13]1[CH:18]=[CH:17][CH:16]=[CH:15][CH:14]=1.[C:6]([OH:7])([C:8]([F:11])([F:10])[F:9])=[O:5]. The catalyst class is: 733. (6) Reactant: Cl[C:2]1[C:3]2[C:4](=[CH:14][N:15](CC3C=CC(OC)=CC=3)[N:16]=2)[N:5]=[C:6]([C:8]2[CH:13]=[CH:12][CH:11]=[CH:10][CH:9]=2)[N:7]=1.[NH2:26][C:27]1[CH:28]=[C:29]([OH:33])[CH:30]=[CH:31][CH:32]=1.Cl. Product: [C:8]1([C:6]2[N:7]=[C:2]([NH:26][C:27]3[CH:28]=[C:29]([OH:33])[CH:30]=[CH:31][CH:32]=3)[C:3]3[NH:16][N:15]=[CH:14][C:4]=3[N:5]=2)[CH:9]=[CH:10][CH:11]=[CH:12][CH:13]=1. The catalyst class is: 71. (7) Reactant: [N:1]1([CH2:7][C:8]2[CH:17]=[CH:16][C:11]([C:12]([O:14][CH3:15])=[O:13])=[CH:10][CH:9]=2)[CH2:6][CH2:5][NH:4][CH2:3][CH2:2]1.C([O-])([O-])=O.[K+].[K+].[CH2:24](Br)[C:25]#[CH:26]. Product: [CH2:26]([N:4]1[CH2:5][CH2:6][N:1]([CH2:7][C:8]2[CH:17]=[CH:16][C:11]([C:12]([O:14][CH3:15])=[O:13])=[CH:10][CH:9]=2)[CH2:2][CH2:3]1)[C:25]#[CH:24]. The catalyst class is: 23. (8) Reactant: CO.[F:3][C:4]1[CH:9]=[CH:8][C:7]([F:10])=[CH:6][C:5]=1[C@H:11]1[CH2:15][CH2:14][CH2:13][N:12]1[C:16]1[CH:21]=[CH:20][N:19]2[N:22]=[CH:23][C:24]([NH:25][C:26]([N:28]3[CH2:31][CH:30]([OH:32])[CH2:29]3)=[O:27])=[C:18]2[N:17]=1.[ClH:33]. Product: [ClH:33].[F:3][C:4]1[CH:9]=[CH:8][C:7]([F:10])=[CH:6][C:5]=1[C@H:11]1[CH2:15][CH2:14][CH2:13][N:12]1[C:16]1[CH:21]=[CH:20][N:19]2[N:22]=[CH:23][C:24]([NH:25][C:26]([N:28]3[CH2:31][CH:30]([OH:32])[CH2:29]3)=[O:27])=[C:18]2[N:17]=1. The catalyst class is: 12. (9) Product: [NH2:9][C:10]1[CH:15]=[CH:14][CH:13]=[CH:12][C:11]=1[NH:16][C:17](=[O:37])[C:18]1[CH:23]=[CH:22][C:21]([CH:24]2[CH2:29][CH2:28][NH:27][CH2:26][CH2:25]2)=[CH:20][CH:19]=1. Reactant: Cl.C(OC([NH:9][C:10]1[CH:15]=[CH:14][CH:13]=[CH:12][C:11]=1[NH:16][C:17](=[O:37])[C:18]1[CH:23]=[CH:22][C:21]([CH:24]2[CH2:29][CH2:28][N:27](C(OC(C)(C)C)=O)[CH2:26][CH2:25]2)=[CH:20][CH:19]=1)=O)(C)(C)C. The catalyst class is: 12. (10) Reactant: Cl.[NH2:2][CH2:3][C:4]1[CH:12]=[CH:11][CH:10]=[C:9]2[C:5]=1[CH2:6][N:7]([CH:14]1[CH2:19][CH2:18][C:17](=[O:20])[NH:16][C:15]1=[O:21])[C:8]2=[O:13].[C:22]([C:24]1[CH:25]=[C:26]([CH:30]=[CH:31][CH:32]=1)[C:27](Cl)=[O:28])#[N:23].C(N(CC)CC)C. Product: [C:22]([C:24]1[CH:25]=[C:26]([CH:30]=[CH:31][CH:32]=1)[C:27]([NH:2][CH2:3][C:4]1[CH:12]=[CH:11][CH:10]=[C:9]2[C:5]=1[CH2:6][N:7]([CH:14]1[CH2:19][CH2:18][C:17](=[O:20])[NH:16][C:15]1=[O:21])[C:8]2=[O:13])=[O:28])#[N:23]. The catalyst class is: 1.